Regression/Classification. Given a drug SMILES string, predict its absorption, distribution, metabolism, or excretion properties. Task type varies by dataset: regression for continuous measurements (e.g., permeability, clearance, half-life) or binary classification for categorical outcomes (e.g., BBB penetration, CYP inhibition). Dataset: cyp2d6_veith. From a dataset of CYP2D6 inhibition data for predicting drug metabolism from PubChem BioAssay. (1) The molecule is Cc1ccc(C(=O)COC(=O)CNC(=O)C(c2ccccc2)c2ccccc2)cc1[N+](=O)[O-]. The result is 0 (non-inhibitor). (2) The molecule is CN(C)Cc1ccccc1-c1nccc(N(C)Cc2ccco2)n1. The result is 1 (inhibitor).